From a dataset of NCI-60 drug combinations with 297,098 pairs across 59 cell lines. Regression. Given two drug SMILES strings and cell line genomic features, predict the synergy score measuring deviation from expected non-interaction effect. Drug 1: CC1=C(C=C(C=C1)NC2=NC=CC(=N2)N(C)C3=CC4=NN(C(=C4C=C3)C)C)S(=O)(=O)N.Cl. Drug 2: CN(CC1=CN=C2C(=N1)C(=NC(=N2)N)N)C3=CC=C(C=C3)C(=O)NC(CCC(=O)O)C(=O)O. Cell line: MCF7. Synergy scores: CSS=18.2, Synergy_ZIP=0.787, Synergy_Bliss=-1.86, Synergy_Loewe=-23.0, Synergy_HSA=-4.19.